From a dataset of Full USPTO retrosynthesis dataset with 1.9M reactions from patents (1976-2016). Predict the reactants needed to synthesize the given product. (1) Given the product [C:31]([O-:33])(=[O:32])[CH3:30].[NH4+:11].[F:21][C:22]1[C:23]2[N:24]([N:38]=[C:39]([C:45]3[CH:46]=[CH:47][C:48]([F:51])=[CH:49][CH:50]=3)[C:40]=2[C:41]([NH:42][CH3:43])=[O:44])[CH:25]=[CH:26][C:27]=1[C:28]1[CH:29]=[C:30]([C:31](=[O:32])[NH:11][C:8]2([C:2]3[CH:7]=[CH:6][CH:5]=[CH:4][CH:3]=3)[CH2:10][CH2:9]2)[CH:34]=[CH:35][C:36]=1[CH3:37], predict the reactants needed to synthesize it. The reactants are: Cl.[C:2]1([C:8]2([NH2:11])[CH2:10][CH2:9]2)[CH:7]=[CH:6][CH:5]=[CH:4][CH:3]=1.C(N(C(C)C)CC)(C)C.[F:21][C:22]1[C:23]2[N:24]([N:38]=[C:39]([C:45]3[CH:50]=[CH:49][C:48]([F:51])=[CH:47][CH:46]=3)[C:40]=2[C:41](=[O:44])[NH:42][CH3:43])[CH:25]=[CH:26][C:27]=1[C:28]1[CH:29]=[C:30]([CH:34]=[CH:35][C:36]=1[CH3:37])[C:31]([OH:33])=[O:32].CN(C(ON1N=NC2C=CC=NC1=2)=[N+](C)C)C.F[P-](F)(F)(F)(F)F. (2) Given the product [CH2:7]([O:6][C:4](=[O:5])[CH2:3][C:14]1([OH:20])[CH2:19][CH2:18][CH2:17][CH:16]=[CH:15]1)[CH3:8], predict the reactants needed to synthesize it. The reactants are: Br[Zn][CH2:3][C:4]([O:6][CH2:7][CH3:8])=[O:5].C1COCC1.[C:14]1(=[O:20])[CH2:19][CH2:18][CH2:17][CH:16]=[CH:15]1.Cl. (3) Given the product [F:1][C:2]1[CH:7]=[C:6]([CH2:8][N:9]2[C:14]([O:15][C:16]3[CH:17]=[C:18]([CH:19]=[CH:42][C:40]#[N:41])[CH:21]=[C:22]([CH3:24])[CH:23]=3)=[C:13]([CH:25]([CH3:27])[CH3:26])[C:12](=[O:28])[NH:11][C:10]2=[O:29])[CH:5]=[C:4]([NH:30][CH2:31][C:32]2[CH:33]=[CH:34][C:35]([O:38][CH3:39])=[CH:36][CH:37]=2)[N:3]=1, predict the reactants needed to synthesize it. The reactants are: [F:1][C:2]1[CH:7]=[C:6]([CH2:8][N:9]2[C:14]([O:15][C:16]3[CH:17]=[C:18]([CH:21]=[C:22]([CH3:24])[CH:23]=3)[CH:19]=O)=[C:13]([CH:25]([CH3:27])[CH3:26])[C:12](=[O:28])[NH:11][C:10]2=[O:29])[CH:5]=[C:4]([NH:30][CH2:31][C:32]2[CH:37]=[CH:36][C:35]([O:38][CH3:39])=[CH:34][CH:33]=2)[N:3]=1.[C:40]([CH2:42]P(=O)(OCC)OCC)#[N:41].CC(C)([O-])C.[K+]. (4) The reactants are: [CH2:1]([C:3]1[O:7][C:6]([C:8]2[CH:13]=[CH:12][CH:11]=[CH:10][CH:9]=2)=[N:5][C:4]=1[C:14]([OH:16])=O)[CH3:2].[N:17]1([C:23]2[N:28]=[CH:27][C:26]([NH2:29])=[CH:25][CH:24]=2)[CH2:22][CH2:21][O:20][CH2:19][CH2:18]1. Given the product [N:17]1([C:23]2[N:28]=[CH:27][C:26]([NH:29][C:14]([C:4]3[N:5]=[C:6]([C:8]4[CH:9]=[CH:10][CH:11]=[CH:12][CH:13]=4)[O:7][C:3]=3[CH2:1][CH3:2])=[O:16])=[CH:25][CH:24]=2)[CH2:22][CH2:21][O:20][CH2:19][CH2:18]1, predict the reactants needed to synthesize it.